From a dataset of Reaction yield outcomes from USPTO patents with 853,638 reactions. Predict the reaction yield, written as a fraction of the theoretical maximum amount of product (1.0 means a 100% yield; for example, 0.34 means a 34% yield). (1) The reactants are [C:1]([C:5]1[CH:10]=[CH:9][C:8](B(O)O)=[CH:7][CH:6]=1)([CH3:4])([CH3:3])[CH3:2].Br[C:15]1[C:20]([CH3:21])=[CH:19][C:18]([N:22]=[CH:23][N:24]([CH2:26][CH3:27])[CH3:25])=[C:17]([CH3:28])[CH:16]=1.C(=O)([O-])[O-].[Cs+].[Cs+].O. The catalyst is COCCOC.C1CCCCC1.CC(C)=O.C1(C)C=CC=CC=1. The product is [C:1]([C:5]1[CH:10]=[CH:9][C:8]([C:15]2[CH:16]=[C:17]([CH3:28])[C:18]([N:22]=[CH:23][N:24]([CH2:26][CH3:27])[CH3:25])=[CH:19][C:20]=2[CH3:21])=[CH:7][CH:6]=1)([CH3:4])([CH3:3])[CH3:2]. The yield is 0.470. (2) The reactants are [CH2:1]([N:8]([CH3:17])[C:9]1[C:14]([F:15])=[CH:13][NH:12][C:11](=[O:16])[N:10]=1)[C:2]1[CH:7]=[CH:6][CH:5]=[CH:4][CH:3]=1.[S:18]1[CH:22]=[CH:21][CH:20]=[C:19]1[C:23](Cl)=[O:24].CCN(CC)CC. The catalyst is C(Cl)Cl. The product is [CH2:1]([N:8]([CH3:17])[C:9]1[C:14]([F:15])=[CH:13][N:12]([C:23]([C:19]2[S:18][CH:22]=[CH:21][CH:20]=2)=[O:24])[C:11](=[O:16])[N:10]=1)[C:2]1[CH:7]=[CH:6][CH:5]=[CH:4][CH:3]=1. The yield is 0.0600. (3) The reactants are Cl[C:2]1[N:7]=[C:6]([C:8]2[CH:9]=[N:10][N:11]3[CH2:16][CH2:15][CH2:14][CH2:13][C:12]=23)[CH:5]=[CH:4][N:3]=1.[F:17][C:18]1[C:24]([N+:25]([O-:27])=[O:26])=[CH:23][C:21]([NH2:22])=[C:20]([O:28][CH3:29])[CH:19]=1.O.C1(C)C=CC(S(O)(=O)=O)=CC=1. The catalyst is CC(O)CCC. The product is [F:17][C:18]1[C:24]([N+:25]([O-:27])=[O:26])=[CH:23][C:21]([NH:22][C:2]2[N:7]=[C:6]([C:8]3[CH:9]=[N:10][N:11]4[CH2:16][CH2:15][CH2:14][CH2:13][C:12]=34)[CH:5]=[CH:4][N:3]=2)=[C:20]([O:28][CH3:29])[CH:19]=1. The yield is 0.370. (4) The reactants are [C:1]([N:18]1[CH2:21][CH:20]([C:22](O)=[O:23])[CH2:19]1)([O:3][CH2:4][CH:5]1[C:17]2[C:12](=[CH:13][CH:14]=[CH:15][CH:16]=2)[C:11]2[C:6]1=[CH:7][CH:8]=[CH:9][CH:10]=2)=[O:2].C1C=CC2N(O)N=NC=2C=1.CCN=C=NCCCN(C)C.[C:46]([O:50][C:51]([N:53]1[CH2:58][CH2:57][C:56](=[C:59]([C:64]2[CH:69]=[CH:68][CH:67]=[CH:66][CH:65]=2)[C:60]([NH:62][NH2:63])=[O:61])[CH2:55][CH2:54]1)=[O:52])([CH3:49])([CH3:48])[CH3:47]. The catalyst is C(Cl)Cl.O. The product is [C:46]([O:50][C:51]([N:53]1[CH2:54][CH2:55][C:56](=[C:59]([C:64]2[CH:65]=[CH:66][CH:67]=[CH:68][CH:69]=2)[C:60]([NH:62][NH:63][C:22]([CH:20]2[CH2:21][N:18]([C:1]([O:3][CH2:4][CH:5]3[C:6]4[CH:7]=[CH:8][CH:9]=[CH:10][C:11]=4[C:12]4[C:17]3=[CH:16][CH:15]=[CH:14][CH:13]=4)=[O:2])[CH2:19]2)=[O:23])=[O:61])[CH2:57][CH2:58]1)=[O:52])([CH3:49])([CH3:47])[CH3:48]. The yield is 1.00.